From a dataset of Peptide-MHC class II binding affinity with 134,281 pairs from IEDB. Regression. Given a peptide amino acid sequence and an MHC pseudo amino acid sequence, predict their binding affinity value. This is MHC class II binding data. (1) The peptide sequence is AQIYQAVSAQAAAIH. The MHC is DRB1_0701 with pseudo-sequence DRB1_0701. The binding affinity (normalized) is 0.638. (2) The peptide sequence is HAAIGAYLEEQEQWK. The MHC is HLA-DQA10501-DQB10303 with pseudo-sequence HLA-DQA10501-DQB10303. The binding affinity (normalized) is 0.393. (3) The peptide sequence is AAGVPPADKYRTFVA. The MHC is DRB1_1201 with pseudo-sequence DRB1_1201. The binding affinity (normalized) is 0.162. (4) The binding affinity (normalized) is 0.0381. The peptide sequence is KQAYAATVATAPEVK. The MHC is HLA-DPA10201-DPB10501 with pseudo-sequence HLA-DPA10201-DPB10501. (5) The MHC is DRB1_0101 with pseudo-sequence DRB1_0101. The binding affinity (normalized) is 1.00. The peptide sequence is LMTSPKWVQMCSRTL.